This data is from Catalyst prediction with 721,799 reactions and 888 catalyst types from USPTO. The task is: Predict which catalyst facilitates the given reaction. (1) Reactant: [F:1][C:2]([F:56])([F:55])[C:3]1[CH:4]=[C:5]([CH:48]=[C:49]([C:51]([F:54])([F:53])[F:52])[CH:50]=1)[CH2:6][N:7]([CH2:25][C:26]1[CH:31]=[C:30]([O:32][C:33]([F:36])([F:35])[F:34])[CH:29]=[CH:28][C:27]=1[C:37]1[CH:42]=[C:41]([CH:43]([CH3:45])[CH3:44])[CH:40]=[CH:39][C:38]=1[O:46][CH3:47])[C:8]1[N:13]=[CH:12][C:11]([O:14][CH2:15][CH2:16][CH2:17][C:18]([O:20]C(C)(C)C)=[O:19])=[CH:10][N:9]=1.Cl.O1CCOCC1.[OH-].[Na+]. Product: [F:56][C:2]([F:1])([F:55])[C:3]1[CH:4]=[C:5]([CH:48]=[C:49]([C:51]([F:52])([F:53])[F:54])[CH:50]=1)[CH2:6][N:7]([CH2:25][C:26]1[CH:31]=[C:30]([O:32][C:33]([F:36])([F:35])[F:34])[CH:29]=[CH:28][C:27]=1[C:37]1[CH:42]=[C:41]([CH:43]([CH3:45])[CH3:44])[CH:40]=[CH:39][C:38]=1[O:46][CH3:47])[C:8]1[N:9]=[CH:10][C:11]([O:14][CH2:15][CH2:16][CH2:17][C:18]([OH:20])=[O:19])=[CH:12][N:13]=1. The catalyst class is: 22. (2) Reactant: O.O.O.O.O.O.O.[Cl-].[Ce+3].[Cl-].[Cl-].[CH:12]([Mg]Br)=[CH2:13].[Cl:16][C:17]1[CH:22]=[C:21]([Cl:23])[CH:20]=[CH:19][C:18]=1[CH2:24][O:25][C@@H:26]1[C@@H:32]([CH2:33][O:34][CH2:35][C:36]2[CH:41]=[CH:40][C:39]([Cl:42])=[CH:38][C:37]=2[Cl:43])[O:31][C@H:28]([O:29][CH3:30])[C:27]1=[O:44]. Product: [Cl:16][C:17]1[CH:22]=[C:21]([Cl:23])[CH:20]=[CH:19][C:18]=1[CH2:24][O:25][C@@H:26]1[C@@H:32]([CH2:33][O:34][CH2:35][C:36]2[CH:41]=[CH:40][C:39]([Cl:42])=[CH:38][C:37]=2[Cl:43])[O:31][C@H:28]([O:29][CH3:30])[C@:27]1([CH:12]=[CH2:13])[OH:44]. The catalyst class is: 1. (3) Reactant: C([O:3][C:4](=[O:20])[CH2:5][C:6]1[NH:7][C:8](=[O:19])[CH:9]=[C:10]([N:12]2[CH2:17][CH2:16][O:15][CH:14]([CH3:18])[CH2:13]2)[N:11]=1)C. Product: [CH3:18][CH:14]1[O:15][CH2:16][CH2:17][N:12]([C:10]2[N:11]=[C:6]([CH2:5][C:4]([OH:20])=[O:3])[NH:7][C:8](=[O:19])[CH:9]=2)[CH2:13]1. The catalyst class is: 16. (4) Reactant: [Cl:1][C:2]1[CH:3]=[CH:4][C:5]([N:17]2[CH:21]=[N:20][N:19]=[N:18]2)=[C:6]([CH:16]=1)[CH2:7][NH:8][C:9](=[O:15])[CH2:10][NH:11][CH:12]1[CH2:14][CH2:13]1.[C:22]([O:26][C:27]([NH:29][C@@H:30]([C:36](O)=[O:37])[CH2:31][C:32]([CH3:35])([CH3:34])[CH3:33])=[O:28])([CH3:25])([CH3:24])[CH3:23].C(Cl)CCl.C1C=NC2N(O)N=NC=2C=1. Product: [C:22]([O:26][C:27]([NH:29][C@@H:30]([C:36]([N:11]([CH:12]1[CH2:13][CH2:14]1)[CH2:10][C:9]([NH:8][CH2:7][C:6]1[CH:16]=[C:2]([Cl:1])[CH:3]=[CH:4][C:5]=1[N:17]1[CH:21]=[N:20][N:19]=[N:18]1)=[O:15])=[O:37])[CH2:31][C:32]([CH3:35])([CH3:34])[CH3:33])=[O:28])([CH3:25])([CH3:24])[CH3:23]. The catalyst class is: 3. (5) Reactant: [F:1][C:2]1[CH:8]=[CH:7][C:5]([NH2:6])=[CH:4][CH:3]=1.C(N(CC)CC)C.[C:16]([O:20][C:21](O[C:21]([O:20][C:16]([CH3:19])([CH3:18])[CH3:17])=[O:22])=[O:22])([CH3:19])([CH3:18])[CH3:17]. Product: [C:16]([O:20][C:21](=[O:22])[NH:6][C:5]1[CH:7]=[CH:8][C:2]([F:1])=[CH:3][CH:4]=1)([CH3:19])([CH3:18])[CH3:17]. The catalyst class is: 4.